Dataset: Forward reaction prediction with 1.9M reactions from USPTO patents (1976-2016). Task: Predict the product of the given reaction. (1) Given the reactants [CH3:1][O:2][C:3]1[C:8]([CH3:9])=[CH:7][C:6](B(O)O)=[C:5]([CH3:13])[CH:4]=1.Cl[C:15]1[N:20]=[C:19]([NH2:21])[N:18]=[C:17]([NH:22][CH:23]2[CH2:25][CH2:24]2)[CH:16]=1, predict the reaction product. The product is: [CH:23]1([NH:22][C:17]2[CH:16]=[C:15]([C:6]3[CH:7]=[C:8]([CH3:9])[C:3]([O:2][CH3:1])=[CH:4][C:5]=3[CH3:13])[N:20]=[C:19]([NH2:21])[N:18]=2)[CH2:25][CH2:24]1. (2) Given the reactants [CH3:1][N:2]([CH3:20])[C:3]1[CH:8]=[CH:7][C:6]([C:9]([C:11]2[CH:12]=[C:13]3[CH:19]=[CH:18][NH:17][C:14]3=[N:15][CH:16]=2)=[O:10])=[CH:5][CH:4]=1.[OH-].[K+].[I:23]I, predict the reaction product. The product is: [CH3:1][N:2]([CH3:20])[C:3]1[CH:4]=[CH:5][C:6]([C:9]([C:11]2[CH:12]=[C:13]3[C:19]([I:23])=[CH:18][NH:17][C:14]3=[N:15][CH:16]=2)=[O:10])=[CH:7][CH:8]=1.